From a dataset of Catalyst prediction with 721,799 reactions and 888 catalyst types from USPTO. Predict which catalyst facilitates the given reaction. Reactant: [C:1]([O:5][C:6](=[O:20])[C:7]([O:10][C:11]1[CH:16]=[CH:15][C:14]([Cl:17])=[CH:13][C:12]=1[CH:18]=O)([CH3:9])[CH3:8])([CH3:4])([CH3:3])[CH3:2].[Cl:21][C:22]1[CH:30]=[C:29]2[C:25]([CH2:26][C:27](=[O:31])[NH:28]2)=[CH:24][CH:23]=1.N1CCCC1. Product: [C:1]([O:5][C:6](=[O:20])[C:7]([O:10][C:11]1[CH:16]=[CH:15][C:14]([Cl:17])=[CH:13][C:12]=1[CH:18]=[C:26]1[C:25]2[C:29](=[CH:30][C:22]([Cl:21])=[CH:23][CH:24]=2)[NH:28][C:27]1=[O:31])([CH3:9])[CH3:8])([CH3:4])([CH3:3])[CH3:2]. The catalyst class is: 5.